From a dataset of Catalyst prediction with 721,799 reactions and 888 catalyst types from USPTO. Predict which catalyst facilitates the given reaction. Reactant: [OH:1][CH2:2][CH2:3][CH2:4][CH2:5][C:6]1[CH:11]=[CH:10][C:9]([OH:12])=[CH:8][CH:7]=1.[H-].[Na+].[CH2:15](Br)[C:16]1[CH:21]=[CH:20][CH:19]=[CH:18][CH:17]=1.S([O-])(O)(=O)=O.[K+]. Product: [CH2:15]([O:12][C:9]1[CH:8]=[CH:7][C:6]([CH2:5][CH2:4][CH2:3][CH2:2][OH:1])=[CH:11][CH:10]=1)[C:16]1[CH:21]=[CH:20][CH:19]=[CH:18][CH:17]=1. The catalyst class is: 9.